From a dataset of Reaction yield outcomes from USPTO patents with 853,638 reactions. Predict the reaction yield, written as a fraction of the theoretical maximum amount of product (1.0 means a 100% yield; for example, 0.34 means a 34% yield). The reactants are [CH3:1][S:2](Cl)(=[O:4])=[O:3].[S:6]1[C:10]2[CH:11]=[C:12]([NH2:15])[CH:13]=[CH:14][C:9]=2[N:8]=[CH:7]1. The catalyst is N1C=CC=CC=1. The product is [S:6]1[C:10]2[CH:11]=[C:12]([NH:15][S:2]([CH3:1])(=[O:4])=[O:3])[CH:13]=[CH:14][C:9]=2[N:8]=[CH:7]1. The yield is 0.910.